This data is from Catalyst prediction with 721,799 reactions and 888 catalyst types from USPTO. The task is: Predict which catalyst facilitates the given reaction. (1) Reactant: [NH2:1][C:2]1[CH:3]=[C:4]([C:9]2[S:13][C:12]([N:14]3[CH2:20][CH2:19][CH2:18][NH:17][C:16](=[O:21])[CH2:15]3)=[N:11][CH:10]=2)[CH:5]=[C:6]([CH3:8])[CH:7]=1.Cl[C:23]1[N:28]=[C:27]([CH3:29])[C:26]([Cl:30])=[CH:25][N:24]=1.C(=O)([O-])[O-].[K+].[K+].CC(C1C=C(C(C)C)C(C2C=CC=CC=2P(C2CCCCC2)C2CCCCC2)=C(C(C)C)C=1)C. Product: [Cl:30][C:26]1[C:27]([CH3:29])=[N:28][C:23]([NH:1][C:2]2[CH:3]=[C:4]([C:9]3[S:13][C:12]([N:14]4[CH2:20][CH2:19][CH2:18][NH:17][C:16](=[O:21])[CH2:15]4)=[N:11][CH:10]=3)[CH:5]=[C:6]([CH3:8])[CH:7]=2)=[N:24][CH:25]=1. The catalyst class is: 110. (2) Reactant: [C:1](OC(=O)C(C)C)(=O)[CH:2](C)[CH3:3].[F:12][C:13]1[C:14]([C:19]2[N:20]([CH2:24][C:25]3[N:30]=[CH:29][N:28]=[C:27]([NH:31][NH2:32])[C:26]=3[CH2:33][CH2:34][CH3:35])[CH:21]=[CH:22][N:23]=2)=[N:15][CH:16]=[CH:17][CH:18]=1.[CH2:36](Cl)Cl. Product: [F:12][C:13]1[C:14]([C:19]2[N:20]([CH2:24][C:25]3[N:30]=[CH:36][N:31]4[N:32]=[C:29]([CH:2]([CH3:3])[CH3:1])[N:28]=[C:27]4[C:26]=3[CH2:33][CH2:34][CH3:35])[CH:21]=[CH:22][N:23]=2)=[N:15][CH:16]=[CH:17][CH:18]=1. The catalyst class is: 265. (3) Reactant: OC1C=CC([C:8]2[CH:13]=[CH:12][N:11]=[CH:10][C:9]=2[CH2:14][NH:15][S:16]([CH2:19][CH3:20])(=[O:18])=[O:17])=CC=1.[H-].[Na+].[CH3:23][O:24][C:25]1[CH:26]=[C:27]([CH:30]=[CH:31][CH:32]=1)[CH2:28]Br. Product: [CH3:23][O:24][C:25]1[CH:26]=[C:27]([CH:30]=[CH:31][CH:32]=1)[CH2:28][O:24][C:25]1[CH:26]=[CH:27][C:30]([N:15]([CH2:14][C:9]2[CH:10]=[N:11][CH:12]=[CH:13][CH:8]=2)[S:16]([CH2:19][CH3:20])(=[O:17])=[O:18])=[CH:31][CH:32]=1. The catalyst class is: 148. (4) Reactant: [CH:1]([S:4]([C:7]1[CH:34]=[CH:33][C:10]([CH2:11][NH:12][C:13]([C:15]2[C:16](=[O:32])[N:17]([C:22]3[CH:27]=[CH:26][CH:25]=[C:24]([C:28]([F:31])([F:30])[F:29])[CH:23]=3)[C:18]([CH3:21])=[CH:19][CH:20]=2)=[O:14])=[CH:9][CH:8]=1)(=[O:6])=[O:5])([CH3:3])[CH3:2].C(O)(C(F)(F)F)=O.[I:42]N1C(=O)CCC1=O. Product: [I:42][C:19]1[CH:20]=[C:15]([C:13]([NH:12][CH2:11][C:10]2[CH:9]=[CH:8][C:7]([S:4]([CH:1]([CH3:3])[CH3:2])(=[O:5])=[O:6])=[CH:34][CH:33]=2)=[O:14])[C:16](=[O:32])[N:17]([C:22]2[CH:27]=[CH:26][CH:25]=[C:24]([C:28]([F:31])([F:30])[F:29])[CH:23]=2)[C:18]=1[CH3:21]. The catalyst class is: 2. (5) The catalyst class is: 2. Product: [CH3:1][O:2][CH:3]1[C@@H:7]2[O:8][C:9]([CH3:12])([CH3:11])[O:10][C@@H:6]2[C@@H:5]([CH2:13][O:14][NH2:16])[O:4]1. Reactant: [CH3:1][O:2][CH:3]1[C@@H:7]2[O:8][C:9]([CH3:12])([CH3:11])[O:10][C@@H:6]2[C@@H:5]([CH2:13][OH:14])[O:4]1.O[N:16]1C(=O)C2C(=CC=CC=2)C1=O.C1(P(C2C=CC=CC=2)C2C=CC=CC=2)C=CC=CC=1.CC(OC(/N=N/C(OC(C)C)=O)=O)C.O.NN. (6) Reactant: [Cl:1][C:2]1[CH:3]=[C:4]([CH2:9][C:10]([O:12][CH3:13])=[O:11])[CH:5]=[CH:6][C:7]=1[Cl:8].CC(NC1C=CC(S([N:27]=[N+:28]=[N-])(=O)=O)=CC=1)=O.C1CCN2C(=NCCC2)CC1.[NH4+].[Cl-]. Product: [N+:27](=[C:9]([C:4]1[CH:5]=[CH:6][C:7]([Cl:8])=[C:2]([Cl:1])[CH:3]=1)[C:10]([O:12][CH3:13])=[O:11])=[N-:28]. The catalyst class is: 10.